Dataset: NCI-60 drug combinations with 297,098 pairs across 59 cell lines. Task: Regression. Given two drug SMILES strings and cell line genomic features, predict the synergy score measuring deviation from expected non-interaction effect. Drug 1: CC(CN1CC(=O)NC(=O)C1)N2CC(=O)NC(=O)C2. Drug 2: CC1=C2C(C(=O)C3(C(CC4C(C3C(C(C2(C)C)(CC1OC(=O)C(C(C5=CC=CC=C5)NC(=O)OC(C)(C)C)O)O)OC(=O)C6=CC=CC=C6)(CO4)OC(=O)C)O)C)O. Cell line: SK-MEL-5. Synergy scores: CSS=18.1, Synergy_ZIP=-5.72, Synergy_Bliss=-6.72, Synergy_Loewe=-10.1, Synergy_HSA=-5.36.